The task is: Regression. Given a target protein amino acid sequence and a drug SMILES string, predict the binding affinity score between them. We predict pAffinity (pAffinity = -log10(affinity in M)). Dataset: bindingdb_patent.. This data is from Drug-target binding data from BindingDB patent sources. (1) The small molecule is COc1ccc(Nc2nccc(Oc3ccc(NC(=O)Nc4cc(cc(c4OC)P(C)(C)=O)C(C)(C)C)c4ccccc34)n2)cc1. The target protein (P49840) has sequence MSGGGPSGGGPGGSGRARTSSFAEPGGGGGGGGGGPGGSASGPGGTGGGKASVGAMGGGVGASSSGGGPGGSGGGGSGGPGAGTSFPPPGVKLGRDSGKVTTVVATLGQGPERSQEVAYTDIKVIGNGSFGVVYQARLAETRELVAIKKVLQDKRFKNRELQIMRKLDHCNIVRLRYFFYSSGEKKDELYLNLVLEYVPETVYRVARHFTKAKLTIPILYVKVYMYQLFRSLAYIHSQGVCHRDIKPQNLLVDPDTAVLKLCDFGSAKQLVRGEPNVSYICSRYYRAPELIFGATDYTSSIDVWSAGCVLAELLLGQPIFPGDSGVDQLVEIIKVLGTPTREQIREMNPNYTEFKFPQIKAHPWTKVFKSRTPPEAIALCSSLLEYTPSSRLSPLEACAHSFFDELRCLGTQLPNNRPLPPLFNFSAGELSIQPSLNAILIPPHLRSPAGTTTLTPSSQALTETPTSSDWQSTDATPTLTNSS. The pAffinity is 6.1. (2) The compound is CC1C=CC=C1C(=O)N1CCN(CC1)C(=O)NC1CCN(CC1)c1ccc(cc1)C(=O)NCCN1CCOCC1. The target protein (O60760) has sequence MPNYKLTYFNMRGRAEIIRYIFAYLDIQYEDHRIEQADWPEIKSTLPFGKIPILEVDGLTLHQSLAIARYLTKNTDLAGNTEMEQCHVDAIVDTLDDFMSCFPWAEKKQDVKEQMFNELLTYNAPHLMQDLDTYLGGREWLIGNSVTWADFYWEICSTTLLVFKPDLLDNHPRLVTLRKKVQAIPAVANWIKRRPQTKL. The pAffinity is 7.6. (3) The small molecule is CS(=O)(=O)C(C(=O)NCC(=O)NC1CC1)c1nc2ccc(cc2s1)-c1ccc(cc1)-n1ccnc1. The target protein (Q9Y5X9) has sequence MSNSVPLLCFWSLCYCFAAGSPVPFGPEGRLEDKLHKPKATQTEVKPSVRFNLRTSKDPEHEGCYLSVGHSQPLEDCSFNMTAKTFFIIHGWTMSGIFENWLHKLVSALHTREKDANVVVVDWLPLAHQLYTDAVNNTRVVGHSIARMLDWLQEKDDFSLGNVHLIGYSLGAHVAGYAGNFVKGTVGRITGLDPAGPMFEGADIHKRLSPDDADFVDVLHTYTRSFGLSIGIQMPVGHIDIYPNGGDFQPGCGLNDVLGSIAYGTITEVVKCEHERAVHLFVDSLVNQDKPSFAFQCTDSNRFKKGICLSCRKNRCNSIGYNAKKMRNKRNSKMYLKTRAGMPFRVYHYQMKIHVFSYKNMGEIEPTFYVTLYGTNADSQTLPLEIVERIEQNATNTFLVYTEEDLGDLLKIQLTWEGASQSWYNLWKEFRSYLSQPRNPGRELNIRRIRVKSGETQRKLTFCTEDPENTSISPGRELWFRKCRDGWRMKNETSPTVELP.... The pAffinity is 7.9. (4) The compound is Cc1ccc(NC(=O)c2ccnc(c2)C(C)(F)F)cc1-c1cnc(OS(=O)(=O)C(F)(F)F)c(c1)C1(O)COC1. The target protein (P04049) has sequence MEHIQGAWKTISNGFGFKDAVFDGSSCISPTIVQQFGYQRRASDDGKLTDPSKTSNTIRVFLPNKQRTVVNVRNGMSLHDCLMKALKVRGLQPECCAVFRLLHEHKGKKARLDWNTDAASLIGEELQVDFLDHVPLTTHNFARKTFLKLAFCDICQKFLLNGFRCQTCGYKFHEHCSTKVPTMCVDWSNIRQLLLFPNSTIGDSGVPALPSLTMRRMRESVSRMPVSSQHRYSTPHAFTFNTSSPSSEGSLSQRQRSTSTPNVHMVSTTLPVDSRMIEDAIRSHSESASPSALSSSPNNLSPTGWSQPKTPVPAQRERAPVSGTQEKNKIRPRGQRDSSYYWEIEASEVMLSTRIGSGSFGTVYKGKWHGDVAVKILKVVDPTPEQFQAFRNEVAVLRKTRHVNILLFMGYMTKDNLAIVTQWCEGSSLYKHLHVQETKFQMFQLIDIARQTAQGMDYLHAKNIIHRDMKSNNIFLHEGLTVKIGDFGLATVKSRWSGSQ.... The pAffinity is 5.7. (5) The small molecule is CCCCNc1ncc2c(cn(C3CC[C@H](N)CC3)c2n1)-c1ccc(F)c(F)c1. The target protein (Q12866) has sequence MGPAPLPLLLGLFLPALWRRAITEAREEAKPYPLFPGPFPGSLQTDHTPLLSLPHASGYQPALMFSPTQPGRPHTGNVAIPQVTSVESKPLPPLAFKHTVGHIILSEHKGVKFNCSISVPNIYQDTTISWWKDGKELLGAHHAITQFYPDDEVTAIIASFSITSVQRSDNGSYICKMKINNEEIVSDPIYIEVQGLPHFTKQPESMNVTRNTAFNLTCQAVGPPEPVNIFWVQNSSRVNEQPEKSPSVLTVPGLTEMAVFSCEAHNDKGLTVSKGVQINIKAIPSPPTEVSIRNSTAHSILISWVPGFDGYSPFRNCSIQVKEADPLSNGSVMIFNTSALPHLYQIKQLQALANYSIGVSCMNEIGWSAVSPWILASTTEGAPSVAPLNVTVFLNESSDNVDIRWMKPPTKQQDGELVGYRISHVWQSAGISKELLEEVGQNGSRARISVQVHNATCTVRIAAVTRGGVGPFSDPVKIFIPAHGWVDYAPSSTPAPGNAD.... The pAffinity is 8.8. (6) The compound is CCCC1C(C#N)=C(NC(C)=C1C(C)=O)SCC(=O)c1ccc(Br)cc1. The target protein (P30838) has sequence MSKISEAVKRARAAFSSGRTRPLQFRIQQLEALQRLIQEQEQELVGALAADLHKNEWNAYYEEVVYVLEEIEYMIQKLPEWAADEPVEKTPQTQQDELYIHSEPLGVVLVIGTWNYPFNLTIQPMVGAIAAGNSVVLKPSELSENMASLLATIIPQYLDKDLYPVINGGVPETTELLKERFDHILYTGSTGVGKIIMTAAAKHLTPVTLELGGKSPCYVDKNCDLDVACRRIAWGKFMNSGQTCVAPDYILCDPSIQNQIVEKLKKSLKEFYGEDAKKSRDYGRIISARHFQRVMGLIEGQKVAYGGTGDAATRYIAPTILTDVDPQSPVMQEEIFGPVLPIVCVRSLEEAIQFINQREKPLALYMFSSNDKVIKKMIAETSSGGVAANDVIVHITLHSLPFGGVGNSGMGSYHGKKSFETFSHRRSCLVRPLMNDEGLKVRYPPSPAKMTQH. The pAffinity is 4.2.